From a dataset of Reaction yield outcomes from USPTO patents with 853,638 reactions. Predict the reaction yield, written as a fraction of the theoretical maximum amount of product (1.0 means a 100% yield; for example, 0.34 means a 34% yield). (1) The reactants are [Li]CCCC.C1CCCCC1.N(C(C)C)C(C)C.[Li+].CC([N-]C(C)C)C.[C:27]([O:31][C:32]([CH3:35])([CH3:34])[CH3:33])(=[O:30])[CH2:28][CH3:29].[CH3:36][C:37]([Si:40](Cl)([CH3:42])[CH3:41])([CH3:39])[CH3:38]. The catalyst is C1COCC1.CCCCC.C1COCC1.CN(P(N(C)C)(N(C)C)=O)C. The product is [C:32]([O:31]/[C:27](/[O:30][Si:40]([C:37]([CH3:39])([CH3:38])[CH3:36])([CH3:42])[CH3:41])=[CH:28]\[CH3:29])([CH3:35])([CH3:34])[CH3:33]. The yield is 0.900. (2) The reactants are [F:1][C:2]1[CH:3]=[C:4]([CH:6]=[CH:7][CH:8]=1)[NH2:5].[C:9](OC(=O)C)(=[O:11])[CH3:10]. The catalyst is C(O)(=O)C. The product is [F:1][C:2]1[CH:3]=[C:4]([NH:5][C:9](=[O:11])[CH3:10])[CH:6]=[CH:7][CH:8]=1. The yield is 1.00. (3) The reactants are Br[C:2]1[CH:7]=[CH:6][C:5]([C:8]2[N:9](C(OC(C)(C)C)=O)[CH:10]=[CH:11][N:12]=2)=[CH:4][CH:3]=1.[CH3:20][C:21]([O:24][C:25]([N:27]1[CH2:33][C:32]2[CH:34]=[C:35](B(O)O)[CH:36]=[CH:37][C:31]=2[O:30][CH2:29][CH2:28]1)=[O:26])([CH3:23])[CH3:22].CCN(C(C)C)C(C)C.[OH-].[Na+].C(O)(=O)CC(CC(O)=O)(C(O)=O)O. The catalyst is O.CO.O1CCOCC1. The product is [NH:9]1[CH:10]=[CH:11][N:12]=[C:8]1[C:5]1[CH:4]=[CH:3][C:2]([C:35]2[CH:36]=[CH:37][C:31]3[O:30][CH2:29][CH2:28][N:27]([C:25]([O:24][C:21]([CH3:22])([CH3:20])[CH3:23])=[O:26])[CH2:33][C:32]=3[CH:34]=2)=[CH:7][CH:6]=1. The yield is 0.890. (4) The reactants are Cl[C:2]1[N:7]=[C:6]([C:8]([O:10][CH3:11])=[O:9])[C:5]2[C:12]([CH3:15])=[CH:13][NH:14][C:4]=2[CH:3]=1.Cl[CH2:17][Cl:18].[F-:19].[Cs+].CN(C)[CH:23]=[O:24]. The catalyst is O. The product is [Cl:18][C:17]1[CH:6]=[CH:5][C:4]([C:2]2[N:7]=[C:6]([C:8]([O:10][CH3:11])=[O:9])[C:5]3[C:12]([CH3:15])=[CH:13][NH:14][C:4]=3[CH:3]=2)=[C:3]([F:19])[C:2]=1[O:24][CH3:23]. The yield is 0.380. (5) The reactants are FC(F)(F)C(O)=O.[CH3:8][O:9][C:10]1[NH:11][C:12]2[C:17]([N:18]=1)=[C:16]([NH2:19])[N:15]=[C:14]([O:20][CH2:21][CH2:22][O:23][CH3:24])[N:13]=2.[Br:25][C:26]1[N:31]=[CH:30][C:29]([CH2:32]OS(C)(=O)=O)=[CH:28][CH:27]=1.C(=O)([O-])[O-].[K+].[K+]. The product is [Br:25][C:26]1[N:31]=[CH:30][C:29]([CH2:32][N:11]2[C:10]([O:9][CH3:8])=[N:18][C:17]3[C:12]2=[N:13][C:14]([O:20][CH2:21][CH2:22][O:23][CH3:24])=[N:15][C:16]=3[NH2:19])=[CH:28][CH:27]=1. The catalyst is CN(C=O)C. The yield is 0.240. (6) The reactants are [Cl:1][C:2]1[CH:7]=[CH:6][C:5]([C:8]2[C:12]([C:13]3[CH:18]=[CH:17][N:16]=[CH:15][CH:14]=3)=[C:11]([N:19]3[CH2:24][CH2:23][NH:22][CH2:21][CH2:20]3)[NH:10][N:9]=2)=[CH:4][CH:3]=1.[CH3:25][S:26](Cl)(=[O:28])=[O:27]. The catalyst is CN(C)C1C=CN=CC=1.N1C=CC=CC=1. The product is [OH2:27].[Cl:1][C:2]1[CH:7]=[CH:6][C:5]([C:8]2[NH:9][N:10]=[C:11]([N:19]3[CH2:20][CH2:21][N:22]([S:26]([CH3:25])(=[O:28])=[O:27])[CH2:23][CH2:24]3)[C:12]=2[C:13]2[CH:14]=[CH:15][N:16]=[CH:17][CH:18]=2)=[CH:4][CH:3]=1. The yield is 0.370. (7) The reactants are Cl.[N+:2]([C:5]1[CH:6]=[C:7]([CH:11]=[CH:12][CH:13]=1)[C:8]#[N+:9][O-:10])([O-:4])=[O:3].[CH2:14]([N:17]1[CH2:26][CH2:25][C:24]2[C:19](=[CH:20][CH:21]=[CH:22][CH:23]=2)[CH2:18]1)[C:15]#[CH:16].[OH-].[Na+]. The catalyst is C1(C)C=CC=CC=1. The product is [N+:2]([C:5]1[CH:6]=[C:7]([C:8]2[CH:16]=[C:15]([CH2:14][N:17]3[CH2:26][CH2:25][C:24]4[C:19](=[CH:20][CH:21]=[CH:22][CH:23]=4)[CH2:18]3)[O:10][N:9]=2)[CH:11]=[CH:12][CH:13]=1)([O-:4])=[O:3]. The yield is 0.680. (8) The reactants are C([NH:5][S:6]([C:9]1[CH:14]=[CH:13][CH:12]=[CH:11][C:10]=1[C:15]1[CH:20]=[CH:19][C:18]([C:21]([NH:23][C:24]2[CH:29]=[CH:28][C:27]([Cl:30])=[CH:26][C:25]=2[C:31]([NH:33][C:34]2[CH:39]=[CH:38][C:37]([Cl:40])=[CH:36][N:35]=2)=[O:32])=[O:22])=[CH:17][CH:16]=1)(=[O:8])=[O:7])(C)(C)C. The catalyst is FC(F)(F)C(O)=O. The product is [Cl:40][C:37]1[CH:38]=[CH:39][C:34]([NH:33][C:31]([C:25]2[CH:26]=[C:27]([Cl:30])[CH:28]=[CH:29][C:24]=2[NH:23][C:21]([C:18]2[CH:19]=[CH:20][C:15]([C:10]3[CH:11]=[CH:12][CH:13]=[CH:14][C:9]=3[S:6](=[O:8])(=[O:7])[NH2:5])=[CH:16][CH:17]=2)=[O:22])=[O:32])=[N:35][CH:36]=1. The yield is 0.250. (9) The reactants are [Br:1][C:2]1[CH:3]=[CH:4][C:5]2[O:14][CH2:13][CH2:12][C:11]3[CH:10]=[C:9]([C:15]4O[CH:17]=[N:18][N:19]=4)[S:8][C:7]=3[C:6]=2[CH:20]=1.[Cl:21][C:22]1[CH:28]=[C:27]([F:29])[CH:26]=[CH:25][C:23]=1[NH2:24].C(O)(C(F)(F)F)=O.C1(C)C=CC=CC=1. The catalyst is CCOC(C)=O. The product is [Br:1][C:2]1[CH:3]=[CH:4][C:5]2[O:14][CH2:13][CH2:12][C:11]3[CH:10]=[C:9]([C:15]4[N:24]([C:23]5[CH:25]=[CH:26][C:27]([F:29])=[CH:28][C:22]=5[Cl:21])[CH:17]=[N:18][N:19]=4)[S:8][C:7]=3[C:6]=2[CH:20]=1. The yield is 0.680. (10) The reactants are Cl[C:2]1[C:3]2[CH:10]=[CH:9][S:8][C:4]=2[N:5]=[CH:6][N:7]=1.[OH:11][CH:12]1[CH2:17][CH2:16][NH:15][CH2:14][CH2:13]1. The catalyst is C(O)(C)C. The product is [N:5]1[C:4]2[S:8][CH:9]=[CH:10][C:3]=2[C:2]([N:15]2[CH2:16][CH2:17][CH:12]([OH:11])[CH2:13][CH2:14]2)=[N:7][CH:6]=1. The yield is 0.580.